Dataset: Catalyst prediction with 721,799 reactions and 888 catalyst types from USPTO. Task: Predict which catalyst facilitates the given reaction. (1) Reactant: [C:1]([C:4]1([NH:9]C(=O)OC(C)(C)C)[CH2:8][CH2:7][CH2:6][CH2:5]1)(=[O:3])[NH2:2].[ClH:17]. Product: [ClH:17].[NH2:9][C:4]1([C:1]([NH2:2])=[O:3])[CH2:8][CH2:7][CH2:6][CH2:5]1. The catalyst class is: 12. (2) Reactant: [CH2:1]([O:8][C:9]1[CH:14]=[C:13]([Br:15])[CH:12]=[C:11]([N+:16]([O-])=O)[C:10]=1[N:19]([CH2:23][CH2:24][O:25][CH3:26])[C:20](=O)[CH3:21])[C:2]1[CH:7]=[CH:6][CH:5]=[CH:4][CH:3]=1. Product: [CH2:1]([O:8][C:9]1[C:10]2[N:19]([CH2:23][CH2:24][O:25][CH3:26])[C:20]([CH3:21])=[N:16][C:11]=2[CH:12]=[C:13]([Br:15])[CH:14]=1)[C:2]1[CH:7]=[CH:6][CH:5]=[CH:4][CH:3]=1. The catalyst class is: 180. (3) Reactant: [F:1][C:2]1[CH:3]=[C:4]([C:8]2[CH:16]=[CH:15][C:11]([C:12]([OH:14])=O)=[CH:10][N:9]=2)[CH:5]=[CH:6][CH:7]=1.CN(C(ON1N=NC2C=CC=NC1=2)=[N+](C)C)C.F[P-](F)(F)(F)(F)F.C(N(C(C)C)CC)(C)C.[F:50][C:51]1([F:58])[CH2:56][CH2:55][CH:54]([NH2:57])[CH2:53][CH2:52]1. Product: [F:50][C:51]1([F:58])[CH2:56][CH2:55][CH:54]([NH:57][C:12](=[O:14])[C:11]2[CH:15]=[CH:16][C:8]([C:4]3[CH:5]=[CH:6][CH:7]=[C:2]([F:1])[CH:3]=3)=[N:9][CH:10]=2)[CH2:53][CH2:52]1. The catalyst class is: 3. (4) Reactant: [Cr](O[Cr]([O-])(=O)=O)([O-])(=O)=O.[K+].[K+].ClCC(N[C:17]1[CH:26]=[C:25]([NH:27][C:28](=[O:31])[CH2:29][Cl:30])[C:24]([OH:32])=[C:23]2[C:18]=1[CH:19]=[CH:20][C:21]([CH3:33])=[N:22]2)=O.[OH2:34]. Product: [Cl:30][CH2:29][C:28]([NH:27][C:25]1[C:24](=[O:32])[C:23]2[N:22]=[C:21]([CH3:33])[CH:20]=[CH:19][C:18]=2[C:17](=[O:34])[CH:26]=1)=[O:31]. The catalyst class is: 15. (5) Reactant: [S:1]1[CH:5]=[CH:4][C:3]2[C:6]([N:10]3[CH2:15][CH2:14][N:13]([CH2:16][CH2:17][CH2:18][CH2:19][O:20][C:21]4[CH:30]=[C:29]5[C:24]([CH2:25][CH2:26][N:27]([CH3:32])[C:28]5=[O:31])=[CH:23][CH:22]=4)[CH2:12][CH2:11]3)=[CH:7][CH:8]=[CH:9][C:2]1=2.[Cl:33]CCCCOC1C=C2C(CCN(C)C2=O)=CC=1.CO.Cl. Product: [ClH:33].[S:1]1[CH:5]=[CH:4][C:3]2[C:6]([N:10]3[CH2:11][CH2:12][N:13]([CH2:16][CH2:17][CH2:18][CH2:19][O:20][C:21]4[CH:30]=[C:29]5[C:24]([CH2:25][CH2:26][N:27]([CH3:32])[C:28]5=[O:31])=[CH:23][CH:22]=4)[CH2:14][CH2:15]3)=[CH:7][CH:8]=[CH:9][C:2]1=2. The catalyst class is: 5. (6) Reactant: [Br:1][C:2]1[CH:7]=[CH:6][C:5]([C:8]([NH:10][NH:11][C:12]([NH:14][CH2:15][C@@H:16]2[CH2:20][CH2:19][N:18]([C:21]([O:23]C(C)(C)C)=O)[CH2:17]2)=[O:13])=O)=[CH:4][C:3]=1[F:28].C([O-])([O-])=O.[K+].[K+].Cl.CCN([CH:42]([CH3:44])[CH3:43])C(C)C.C1(C(Cl)=O)CC1. Product: [Br:1][C:2]1[CH:7]=[CH:6][C:5]([C:8]2[N:14]([CH2:15][C@@H:16]3[CH2:20][CH2:19][N:18]([C:21]([CH:42]4[CH2:44][CH2:43]4)=[O:23])[CH2:17]3)[C:12](=[O:13])[NH:11][N:10]=2)=[CH:4][C:3]=1[F:28]. The catalyst class is: 232. (7) Reactant: [F:1][C:2]([F:11])([F:10])[C:3]1[CH:9]=[CH:8][CH:7]=[CH:6][C:4]=1[NH2:5].[C:12]([C:15]1[CH:20]=[CH:19][CH:18]=[C:17]([C:21](=O)[CH3:22])[N:16]=1)(=O)[CH3:13]. Product: [F:1][C:2]([F:10])([F:11])[C:3]1[CH:9]=[CH:8][CH:7]=[CH:6][C:4]=1[N:5]=[C:12]([C:15]1[CH:20]=[CH:19][CH:18]=[C:17]([C:21](=[N:5][C:4]2[CH:6]=[CH:7][CH:8]=[CH:9][C:3]=2[C:2]([F:1])([F:10])[F:11])[CH3:22])[N:16]=1)[CH3:13]. The catalyst class is: 212. (8) Reactant: [OH:1][C:2]1[CH:7]=[CH:6][C:5]([CH2:8][CH2:9][C:10]([OH:12])=[O:11])=[CH:4][CH:3]=1.Cl.O1CCOC[CH2:15]1. Product: [CH3:15][O:11][C:10](=[O:12])[CH2:9][CH2:8][C:5]1[CH:4]=[CH:3][C:2]([OH:1])=[CH:7][CH:6]=1. The catalyst class is: 5. (9) Reactant: [CH:1]1([O:6][C:7]2[CH:12]=[C:11]([CH3:13])[C:10]([C:14]3[CH:19]=[CH:18][CH:17]=[C:16]([CH2:20][O:21][C:22]4[CH:27]=[CH:26][C:25]([C:28]5([CH2:32][C:33]([O:35]CC)=[O:34])[CH2:31][O:30][CH2:29]5)=[CH:24][CH:23]=4)[CH:15]=3)=[C:9]([CH3:38])[CH:8]=2)[CH2:5][CH2:4][CH2:3][CH2:2]1.O.[OH-].[Li+]. Product: [CH:1]1([O:6][C:7]2[CH:8]=[C:9]([CH3:38])[C:10]([C:14]3[CH:19]=[CH:18][CH:17]=[C:16]([CH2:20][O:21][C:22]4[CH:23]=[CH:24][C:25]([C:28]5([CH2:32][C:33]([OH:35])=[O:34])[CH2:31][O:30][CH2:29]5)=[CH:26][CH:27]=4)[CH:15]=3)=[C:11]([CH3:13])[CH:12]=2)[CH2:2][CH2:3][CH2:4][CH2:5]1. The catalyst class is: 36.